From a dataset of Catalyst prediction with 721,799 reactions and 888 catalyst types from USPTO. Predict which catalyst facilitates the given reaction. (1) Reactant: [CH2:1]([P:5]([CH2:10][CH2:11][CH2:12][CH3:13])[CH2:6][CH2:7][CH2:8][CH3:9])[CH2:2][CH2:3][CH3:4].Br[CH2:15][C:16]([O:18][CH3:19])=[O:17]. Product: [CH2:10]([P:5]([CH2:1][CH2:2][CH2:3][CH3:4])([CH2:6][CH2:7][CH2:8][CH3:9])=[CH:15][C:16]([O:18][CH3:19])=[O:17])[CH2:11][CH2:12][CH3:13]. The catalyst class is: 11. (2) Reactant: [C:1]1([C:25]2[CH:30]=[CH:29][CH:28]=[CH:27][CH:26]=2)[CH:6]=[CH:5][C:4]([NH:7][C:8]([C:10]2[CH:19]=[CH:18][C:13]([C:14]([O:16][CH3:17])=[O:15])=[C:12]([NH:20][C:21](=[O:24])[CH2:22]Cl)[CH:11]=2)=[O:9])=[CH:3][CH:2]=1.[NH:31]1[CH2:36][CH2:35][O:34][CH2:33][CH2:32]1.C(N(CC)CC)C.[I-].[K+]. Product: [C:1]1([C:25]2[CH:30]=[CH:29][CH:28]=[CH:27][CH:26]=2)[CH:6]=[CH:5][C:4]([NH:7][C:8]([C:10]2[CH:19]=[CH:18][C:13]([C:14]([O:16][CH3:17])=[O:15])=[C:12]([NH:20][C:21](=[O:24])[CH2:22][N:31]3[CH2:36][CH2:35][O:34][CH2:33][CH2:32]3)[CH:11]=2)=[O:9])=[CH:3][CH:2]=1. The catalyst class is: 18. (3) Reactant: [CH2:1]([N:8]([C:15]1[CH:20]=[CH:19][C:18]([F:21])=[C:17]([Cl:22])[CH:16]=1)[C@H:9]([C:11]([O:13]C)=[O:12])[CH3:10])[C:2]1[CH:7]=[CH:6][CH:5]=[CH:4][CH:3]=1.C1COCC1.CO.O[Li:31].O. Product: [Li+:31].[CH2:1]([N:8]([C:15]1[CH:20]=[CH:19][C:18]([F:21])=[C:17]([Cl:22])[CH:16]=1)[C@H:9]([C:11]([O-:13])=[O:12])[CH3:10])[C:2]1[CH:3]=[CH:4][CH:5]=[CH:6][CH:7]=1. The catalyst class is: 6. (4) Product: [Cl-:66].[Cl-:66].[CH2:61]([C:53](=[Zr+2:70]([CH:60]1[CH:59]=[CH:33][CH:24]=[CH:25]1)[C:23]1[C:22]2[CH2:21][C:20]3[C:28](=[CH:16][C:17]([C:52]([CH3:55])([CH3:53])[CH3:54])=[C:18]([C:45]4[CH:46]=[CH:47][C:48]([CH3:51])=[CH:49][CH:50]=4)[CH:19]=3)[C:27]=2[CH:26]=[C:25]([C:29]([CH3:32])([CH3:31])[CH3:30])[C:24]=1[C:33]1[CH:34]=[CH:35][C:36]([CH3:39])=[CH:37][CH:38]=1)[CH2:52][C:17]1[CH:16]=[CH:28][CH:20]=[CH:19][CH:18]=1)[C:62]1[CH:23]=[CH:22][CH:21]=[CH:64][CH:63]=1. Reactant: C(C(=[C:16]1[C:28]2[C:20]([CH:21]=[C:22]3[C:27]=2[CH:26]=[C:25]([C:29]([CH3:32])([CH3:31])[CH3:30])[C:24]([C:33]2[CH:38]=[CH:37][C:36]([CH3:39])=[CH:35][CH:34]=2)=[CH:23]3)=[C:19](C2C=CC=C2)[C:18]([C:45]2[CH:50]=[CH:49][C:48]([CH3:51])=[CH:47][CH:46]=2)=[C:17]1[C:52]([CH3:55])([CH3:54])[CH3:53])CC1C=CC=CC=1)C1C=CC=CC=1.C(O[CH2:59][CH3:60])C.[CH2:61]([Li])[CH2:62][CH2:63][CH3:64].[Cl-:66].[Cl-].[Cl-].[Cl-].[Zr+4:70]. The catalyst class is: 81. (5) Reactant: [F:1][C:2]1[C:13]([F:14])=[C:12]([F:15])[C:11]([F:16])=[C:10]([F:17])[C:3]=1[CH:4]=[C:5]([C:8]#[N:9])[C:6]#[N:7].O1CCCC1.[BH4-].[Na+].C(C(C(C1C=CC(OC(F)(F)F)=CC=1)CCl)(C#N)C#N)C=C. Product: [F:1][C:2]1[C:13]([F:14])=[C:12]([F:15])[C:11]([F:16])=[C:10]([F:17])[C:3]=1[CH2:4][CH:5]([C:6]#[N:7])[C:8]#[N:9]. The catalyst class is: 8. (6) Reactant: [NH:1]1[CH:5]=[C:4]([C:6]2[C:7]3[N:8]([N:12]=[C:13]([NH:15][C:16]4[CH:25]=[CH:24][C:19]([C:20]([O:22][CH3:23])=[O:21])=[CH:18][CH:17]=4)[N:14]=3)[CH:9]=[CH:10][CH:11]=2)[CH:3]=[N:2]1.[CH:26]1(Br)[CH2:30][CH2:29][CH2:28][CH2:27]1.C(=O)([O-])[O-].[Cs+].[Cs+]. Product: [CH:26]1([N:1]2[CH:5]=[C:4]([C:6]3[C:7]4[N:8]([N:12]=[C:13]([NH:15][C:16]5[CH:25]=[CH:24][C:19]([C:20]([O:22][CH3:23])=[O:21])=[CH:18][CH:17]=5)[N:14]=4)[CH:9]=[CH:10][CH:11]=3)[CH:3]=[N:2]2)[CH2:30][CH2:29][CH2:28][CH2:27]1. The catalyst class is: 42. (7) Reactant: O[C:2]1[CH:11]=[C:10]2[C:5]([CH2:6][CH2:7][N:8](CC#C)[CH2:9]2)=[CH:4][CH:3]=1.OC1C=C2C(CCN(CC3CC3)C2)=CC=1.C(N(C)C(Cl)=O)C.N1(C(Cl)=O)CCCC1.N1(C(Cl)=O)CCCCC1.N1(C(Cl)=O)CCOCC1. Product: [CH2:9]1[C:10]2[C:5](=[CH:4][CH:3]=[CH:2][CH:11]=2)[CH2:6][CH2:7][NH:8]1. The catalyst class is: 23. (8) Reactant: [NH2:1][C:2]1[C:10]([Br:11])=[CH:9][C:5]([C:6]([OH:8])=[O:7])=[CH:4][N:3]=1. Product: [NH2:1][C:2]1[C:10]([Br:11])=[CH:9][C:5]([C:6]([O:8][C:5]([CH3:9])([CH3:6])[CH3:4])=[O:7])=[CH:4][N:3]=1. The catalyst class is: 309. (9) Reactant: [CH3:1][C:2]1[CH:3]=[C:4]([NH:12][CH2:13][C:14]2[CH:19]=[CH:18][C:17]([C:20]([F:23])([F:22])[F:21])=[CH:16][CH:15]=2)[CH:5]=[C:6]([CH3:11])[C:7]=1[N+:8]([O-:10])=[O:9].C(N(CC)CC)C.[C:31](O[C:31]([O:33][C:34]([CH3:37])([CH3:36])[CH3:35])=[O:32])([O:33][C:34]([CH3:37])([CH3:36])[CH3:35])=[O:32]. Product: [C:34]([O:33][C:31](=[O:32])[N:12]([C:4]1[CH:3]=[C:2]([CH3:1])[C:7]([N+:8]([O-:10])=[O:9])=[C:6]([CH3:11])[CH:5]=1)[CH2:13][C:14]1[CH:19]=[CH:18][C:17]([C:20]([F:22])([F:21])[F:23])=[CH:16][CH:15]=1)([CH3:37])([CH3:36])[CH3:35]. The catalyst class is: 599.